Dataset: Full USPTO retrosynthesis dataset with 1.9M reactions from patents (1976-2016). Task: Predict the reactants needed to synthesize the given product. (1) The reactants are: [Br:1][CH2:2][C:3]1[CH:11]=[CH:10][CH:9]=[C:8]([CH3:12])[C:4]=1[C:5](Br)=[O:6].[C:13]([OH:17])([CH3:16])([CH3:15])[CH3:14]. Given the product [Br:1][CH2:2][C:3]1[CH:11]=[CH:10][CH:9]=[C:8]([CH3:12])[C:4]=1[C:5]([O:17][C:13]([CH3:16])([CH3:15])[CH3:14])=[O:6], predict the reactants needed to synthesize it. (2) Given the product [Cl:16][CH2:6][CH2:5][N:4]([CH:1]([CH3:3])[CH3:2])[C:8]1[CH:13]=[CH:12][CH:11]=[CH:10][CH:9]=1, predict the reactants needed to synthesize it. The reactants are: [CH:1]([N:4]([C:8]1[CH:13]=[CH:12][CH:11]=[CH:10][CH:9]=1)[CH2:5][CH2:6]O)([CH3:3])[CH3:2].O=S(Cl)[Cl:16]. (3) Given the product [CH:1]1[C:9]2[C:8]3[CH2:10][CH2:11][CH2:12][CH2:13][CH2:14][CH2:15][C:7]=3[O:6][C:5]=2[CH:4]=[CH:3][C:2]=1[NH:16][C:22]([C:18]1[O:17][CH:21]=[CH:20][CH:19]=1)=[O:23], predict the reactants needed to synthesize it. The reactants are: [CH:1]1[C:9]2[C:8]3[CH2:10][CH2:11][CH2:12][CH2:13][CH2:14][CH2:15][C:7]=3[O:6][C:5]=2[CH:4]=[CH:3][C:2]=1[NH2:16].[O:17]1[CH:21]=[CH:20][CH:19]=[C:18]1[C:22](Cl)=[O:23].